Dataset: Full USPTO retrosynthesis dataset with 1.9M reactions from patents (1976-2016). Task: Predict the reactants needed to synthesize the given product. (1) The reactants are: [NH2:1][C:2]1[CH:3]=[C:4]([N:8]2[C:13](=[O:14])[C:12]([CH2:15][C:16]3[CH:21]=[CH:20][CH:19]=[CH:18][CH:17]=3)=[N:11][C:10]3[CH:22]=[CH:23][CH:24]=[N:25][C:9]2=3)[CH:5]=[CH:6][CH:7]=1.C([N:28]([CH2:31][CH3:32])[CH2:29][CH3:30])C.[C:33](OCC)(=O)[CH3:34].[C:39](=[O:42])(O)[O-].[Na+].Cl[CH2:45]Cl. Given the product [CH2:15]([C:12]1[C:13](=[O:14])[N:8]([C:4]2[CH:5]=[CH:6][CH:7]=[C:2]([NH:1][C:39](=[O:42])/[CH:33]=[CH:34]/[C:32]3[CH:31]=[N:28][CH:29]=[CH:30][CH:45]=3)[CH:3]=2)[C:9]2[N:25]=[CH:24][CH:23]=[CH:22][C:10]=2[N:11]=1)[C:16]1[CH:21]=[CH:20][CH:19]=[CH:18][CH:17]=1, predict the reactants needed to synthesize it. (2) Given the product [Cl:25][C:26]1[CH:34]=[CH:33][C:29]([C:30]([OH:32])=[O:31])=[C:28]([N:5]2[CH:4]=[C:3]([C:8]([O:10][CH3:11])=[O:9])[C:2]([CH3:1])=[C:6]2[CH3:7])[CH:27]=1, predict the reactants needed to synthesize it. The reactants are: [CH3:1][C:2]1[C:3]([C:8]([O:10][CH3:11])=[O:9])=[CH:4][NH:5][C:6]=1[CH3:7].S(C[N+]#[C-])(C1C=CC(C)=CC=1)(=O)=O.[Cl:25][C:26]1[CH:34]=[CH:33][C:29]([C:30]([OH:32])=[O:31])=[C:28](I)[CH:27]=1.C(=O)([O-])[O-].[Cs+].[Cs+]. (3) Given the product [F:1][C:2]1[CH:3]=[C:4]2[C:5](=[CH:7][C:8]=1[CH3:9])[NH:6][C:11]([Si:12]([CH3:13])([CH3:15])[CH3:14])=[CH:10]2.[F:1][C:2]1[CH:3]=[C:4]2[C:5](=[CH:7][C:8]=1[CH3:9])[NH:6][CH:11]=[CH:10]2, predict the reactants needed to synthesize it. The reactants are: [F:1][C:2]1[C:8]([CH3:9])=[CH:7][C:5]([NH2:6])=[C:4]([C:10]#[C:11][Si:12]([CH3:15])([CH3:14])[CH3:13])[CH:3]=1.C(OCC)C. (4) Given the product [Br:1][C:2]1[C:3]([F:9])=[CH:4][CH:5]=[C:6]([Cl:8])[C:7]=1[CH:20]=[O:21], predict the reactants needed to synthesize it. The reactants are: [Br:1][C:2]1[CH:7]=[C:6]([Cl:8])[CH:5]=[CH:4][C:3]=1[F:9].C([N-]C(C)C)(C)C.[Li+].CN(C)[CH:20]=[O:21]. (5) Given the product [OH:9][C:6]1[CH:7]=[CH:8][C:3]([C:2]([F:12])([F:11])[F:1])=[CH:4][C:5]=1[C:13](=[O:15])[CH3:14], predict the reactants needed to synthesize it. The reactants are: [F:1][C:2]([F:12])([F:11])[C:3]1[CH:8]=[CH:7][C:6]([OH:9])=[C:5](Br)[CH:4]=1.[CH2:13]([O:15]C([Sn](CCCC)(CCCC)CCCC)=C)[CH3:14].Cl. (6) The reactants are: [C:1]([C:3]1[CH:12]=[CH:11][C:10]([CH3:13])=[C:9]2[C:4]=1[CH2:5][CH2:6][C:7](=[O:14])[NH:8]2)#N.C(O)=[O:16]. Given the product [CH3:13][C:10]1[C:9]2[NH:8][C:7](=[O:14])[CH2:6][CH2:5][C:4]=2[C:3]([CH:1]=[O:16])=[CH:12][CH:11]=1, predict the reactants needed to synthesize it. (7) Given the product [F:30][C:29]([F:32])([F:31])[C:15]([OH:18])=[O:52].[CH3:1][O:2][C:3]1[N:8]=[CH:7][C:6]([C:9]2[N:17]3[C:12]([CH:13]=[N:14][C:15]([NH:54][C:55]4[CH:56]=[CH:57][C:58]([C:61]([N:63]5[CH2:64][CH2:65][O:66][CH2:67][CH2:68]5)=[O:62])=[CH:59][CH:60]=4)=[N:16]3)=[CH:11][CH:10]=2)=[CH:5][CH:4]=1, predict the reactants needed to synthesize it. The reactants are: [CH3:1][O:2][C:3]1[N:8]=[CH:7][C:6]([C:9]2[N:17]3[C:12]([CH:13]=[N:14][C:15]([OH:18])=[N:16]3)=[CH:11][CH:10]=2)=[CH:5][CH:4]=1.C1C=CC(N(S([C:29]([F:32])([F:31])[F:30])(=O)=O)S([C:29]([F:32])([F:31])[F:30])(=O)=O)=CC=1.C(N(CC)C(C)C)(C)C.CN(C)C=[O:52].[NH2:54][C:55]1[CH:60]=[CH:59][C:58]([C:61]([N:63]2[CH2:68][CH2:67][O:66][CH2:65][CH2:64]2)=[O:62])=[CH:57][CH:56]=1. (8) Given the product [CH3:15][C:2]1([CH3:1])[NH:7][C:6](=[O:8])[C:5]2[C:9]([C:12]([NH:29][C:30]3[CH:31]=[CH:32][C:33]([CH:39]4[CH2:44][CH2:43][N:42]([C:45]([O:47][C:48]([CH3:49])([CH3:51])[CH3:50])=[O:46])[CH2:41][CH2:40]4)=[N:34][C:35]=3[O:36][CH2:37][CH3:38])=[O:14])=[CH:10][O:11][C:4]=2[CH2:3]1, predict the reactants needed to synthesize it. The reactants are: [CH3:1][C:2]1([CH3:15])[NH:7][C:6](=[O:8])[C:5]2[C:9]([C:12]([OH:14])=O)=[CH:10][O:11][C:4]=2[CH2:3]1.C(N(CC)CC)C.ClC(OCC)=O.[NH2:29][C:30]1[CH:31]=[CH:32][C:33]([CH:39]2[CH2:44][CH2:43][N:42]([C:45]([O:47][C:48]([CH3:51])([CH3:50])[CH3:49])=[O:46])[CH2:41][CH2:40]2)=[N:34][C:35]=1[O:36][CH2:37][CH3:38].